Dataset: Experimentally validated miRNA-target interactions with 360,000+ pairs, plus equal number of negative samples. Task: Binary Classification. Given a miRNA mature sequence and a target amino acid sequence, predict their likelihood of interaction. (1) The miRNA is hsa-miR-376b-5p with sequence CGUGGAUAUUCCUUCUAUGUUU. The protein sequence of the target gene is MPVRPDLQQLEKCIDDALRKNDFKPLLALLQIDICEDVKIKCSKQFLRKLDDLICRELNKKDIQTVSSILISIGRCSKNIFILGQAGLQTMIKQGLVQKMVSWFENSKEIILNQQQSKDEAVMNMIEDLFDLLMVIYDISDEGKNQVLESFIPQICALVIDSRVNFCIQQEALKKMNLMLDRIPQDANKILSNQEMLTLMSNMGERILDVGDYELQVGIVEALCRMTTEKRRQELAYEWFSMDFIANAFKEIKDCEFETDCRIFLNLVNGILGDKRRVYTFPCLSAFLGKYELQIPSDEK.... Result: 0 (no interaction). (2) The miRNA is hsa-miR-6780a-5p with sequence UUGGGAGGGAAGACAGCUGGAGA. The protein sequence of the target gene is MDSPSLRELQQPLLEGTECETPAQKPGRHELGSPLREIAFAESLRGLQFLSPPLPSVSAGLGEPRPPDVEDMSSSDSDSDWDGGSRLSPFLPHDHLGLAVFSMLCCFWPVGIAAFCLAQKTNKAWAKGDIQGAGAASRRAFLLGVLAVGLGVCTYAAALVTLAAYLASRDPP. Result: 1 (interaction). (3) The miRNA is hsa-miR-4639-5p with sequence UUGCUAAGUAGGCUGAGAUUGA. The protein sequence of the target gene is MELEDGVVYQEEPGGSGAVMSERVSGLAGSIYREFERLIGRYDEEVVKELMPLVVAVLENLDSVFAQDQEHQVELELLRDDNEQLITQYEREKALRKHAEEKFIEFEDSQEQEKKDLQTRVESLESQTRQLELKAKNYADQISRLEEREAELKKEYNALHQRHTEMIHNYMEHLERTKLHQLSGSDQLEATAHSRIRKERPISLGIFPLPAGDGLLTPDTQKGGETPGSEQWKFQELSQPRSHTSLKVSHSPEPPKAVEQEDELSDISQGGSKATTPASTANSDVSAIPPDTPSKEDNEG.... Result: 0 (no interaction). (4) The miRNA is mmu-miR-669m-5p with sequence UGUGUGCAUGUGCAUGUGUGUAU. The protein sequence of the target gene is MAEHPPLLDTAQILSSDISLLSAPIVSADGTQQVILVQVNPGEAFTIRREDGQFQCITGPAQVPMMSPNGSVPPIYVPPGYAPQVIEDNGVRRVVVVPQSPEFHPGGHTVIHRSPHPPLPGFIPVPTMMPPPPRHMYSPVTGAGDMATQYMPQYQSSQVYADVDAHSTHGRSNFRDERSSKTYERLQKKLKDRQGTQKDKMSSPPPSPQKCPSPISEHNGLIKGQNASGGNTGSARNRSGRGRSCTQVDPEMEEKDEETKAFEAFLSNIVKPVASDIQARTVLLTWSPPSSFINGEVNET.... Result: 1 (interaction). (5) The miRNA is hsa-miR-221-5p with sequence ACCUGGCAUACAAUGUAGAUUU. The protein sequence of the target gene is MNNEEDLLQEDSTRDEGNETEANSMNTLRRTRKKVTKPYVCSTEVGETDMSNSNDCMRDSSQILTPPQLSSRMKHIRQAMAKNRLQFVRFEATDLHGVSRSKTIPAHFFQEKVSHGVCMPRGYLEVIPNPKDNEMNNIRATCFNSDIVLMPELSTFRVLPWADRTARVICDTFTVTGEPLLTSPRYIAKRQLSHLQASGFSLLSAFIYDFCIFGVPEILNSKIISFPALTFLNNHDQPFMQELVDGLYHTGANVESFSSSTRPGQMEISFLPEFGISSADNAFTLRTGVKEVARKYNYIA.... Result: 1 (interaction).